Dataset: Full USPTO retrosynthesis dataset with 1.9M reactions from patents (1976-2016). Task: Predict the reactants needed to synthesize the given product. (1) Given the product [CH3:1][O:2][C:3]1[CH:22]=[CH:21][C:6]([CH2:7][CH2:8][CH:9]2[C:16]3[CH:15]=[C:14]([C:17]([OH:19])=[O:18])[NH:13][C:12]=3[CH2:11][CH2:10]2)=[CH:5][CH:4]=1, predict the reactants needed to synthesize it. The reactants are: [CH3:1][O:2][C:3]1[CH:22]=[CH:21][C:6]([CH2:7][CH2:8][CH:9]2[C:16]3[CH:15]=[C:14]([C:17]([O:19]C)=[O:18])[NH:13][C:12]=3[CH2:11][CH2:10]2)=[CH:5][CH:4]=1.O.[OH-].[Li+]. (2) Given the product [NH2:15][C:13]([C:3]1[CH:4]=[N:5][C:6]2[C:11]([C:2]=1[NH:16][C:17]1[CH:18]=[C:19]([CH:25]=[CH:26][CH:27]=1)[C:20]([O:22][CH2:23][CH3:24])=[O:21])=[CH:10][CH:9]=[C:8]([Cl:12])[CH:7]=2)=[O:14], predict the reactants needed to synthesize it. The reactants are: Cl[C:2]1[C:11]2[C:6](=[CH:7][C:8]([Cl:12])=[CH:9][CH:10]=2)[N:5]=[CH:4][C:3]=1[C:13]([NH2:15])=[O:14].[NH2:16][C:17]1[CH:18]=[C:19]([CH:25]=[CH:26][CH:27]=1)[C:20]([O:22][CH2:23][CH3:24])=[O:21]. (3) Given the product [N+:27]([C:26]1[C:21]([C:12]2[CH:13]=[C:14]([OH:18])[CH:15]=[CH:16][CH:17]=2)=[N:22][CH:23]=[CH:24][CH:25]=1)([O-:29])=[O:28], predict the reactants needed to synthesize it. The reactants are: C(Cl)Cl.CC1(C)C(C)(C)OB([C:12]2[CH:13]=[C:14]([OH:18])[CH:15]=[CH:16][CH:17]=2)O1.Cl[C:21]1[C:26]([N+:27]([O-:29])=[O:28])=[CH:25][CH:24]=[CH:23][N:22]=1.C(=O)([O-])[O-].[K+].[K+].